From a dataset of Forward reaction prediction with 1.9M reactions from USPTO patents (1976-2016). Predict the product of the given reaction. (1) Given the reactants [C:1]([O:5][C:6]([NH:8][C@@H:9]([CH2:28][C:29]1[CH:34]=[CH:33][CH:32]=[CH:31][CH:30]=1)[C@@H:10]([OH:27])[C@@H:11]([NH:15][CH2:16][C:17]1[C:26]2[C:21](=[CH:22][CH:23]=[CH:24][CH:25]=2)[CH:20]=[CH:19][CH:18]=1)[C:12]([OH:14])=O)=[O:7])([CH3:4])([CH3:3])[CH3:2].[B-](F)(F)(F)F.CN(C(ON1C(=O)C=CC=C1)=[N+](C)C)C.CCN(C(C)C)C(C)C.[NH2:64][C@@H:65]([CH:79]([CH3:81])[CH3:80])[C:66]([NH:68][CH2:69][C:70]1[CH:75]=[CH:74][C:73]([O:76][CH3:77])=[CH:72][C:71]=1[OH:78])=[O:67], predict the reaction product. The product is: [C:1]([O:5][C:6](=[O:7])[NH:8][C@@H:9]([CH2:28][C:29]1[CH:34]=[CH:33][CH:32]=[CH:31][CH:30]=1)[C@@H:10]([OH:27])[C@H:11]([C:12](=[O:14])[NH:64][C@H:65]([C:66](=[O:67])[NH:68][CH2:69][C:70]1[CH:75]=[CH:74][C:73]([O:76][CH3:77])=[CH:72][C:71]=1[OH:78])[CH:79]([CH3:81])[CH3:80])[NH:15][CH2:16][C:17]1[C:26]2[C:21](=[CH:22][CH:23]=[CH:24][CH:25]=2)[CH:20]=[CH:19][CH:18]=1)([CH3:4])([CH3:3])[CH3:2]. (2) Given the reactants [Cl:1][C:2]1[CH:3]=[C:4]([CH:7]=[C:8]([CH2:10]O)[CH:9]=1)[C:5]#[N:6].ClC1C=C(C=C(C)C=1)C#N.[Br:22]N1C(=O)CCC1=O, predict the reaction product. The product is: [Br:22][CH2:10][C:8]1[CH:7]=[C:4]([CH:3]=[C:2]([Cl:1])[CH:9]=1)[C:5]#[N:6]. (3) Given the reactants [NH2:1][CH2:2][CH2:3][NH:4][CH2:5][C@@H:6]([NH:9]C(=O)OC(C)(C)C)[CH2:7][OH:8].[ClH:17], predict the reaction product. The product is: [ClH:17].[ClH:17].[ClH:17].[NH2:9][C@H:6]([CH2:5][NH:4][CH2:3][CH2:2][NH2:1])[CH2:7][OH:8]. (4) Given the reactants [CH:1]([N:14]1[CH2:17][CH:16](O)[CH2:15]1)([C:8]1[CH:13]=[CH:12][CH:11]=[CH:10][CH:9]=1)[C:2]1[CH:7]=[CH:6][CH:5]=[CH:4][CH:3]=1.ClCCl.COCCN(S(F)(F)[F:32])CCOC.C(=O)(O)[O-].[Na+], predict the reaction product. The product is: [CH:1]([N:14]1[CH2:17][CH:16]([F:32])[CH2:15]1)([C:8]1[CH:13]=[CH:12][CH:11]=[CH:10][CH:9]=1)[C:2]1[CH:7]=[CH:6][CH:5]=[CH:4][CH:3]=1.